This data is from Merck oncology drug combination screen with 23,052 pairs across 39 cell lines. The task is: Regression. Given two drug SMILES strings and cell line genomic features, predict the synergy score measuring deviation from expected non-interaction effect. Drug 2: CCc1c2c(nc3ccc(O)cc13)-c1cc3c(c(=O)n1C2)COC(=O)C3(O)CC. Cell line: NCIH460. Drug 1: Cn1nnc2c(C(N)=O)ncn2c1=O. Synergy scores: synergy=-14.8.